Dataset: Peptide-MHC class I binding affinity with 185,985 pairs from IEDB/IMGT. Task: Regression. Given a peptide amino acid sequence and an MHC pseudo amino acid sequence, predict their binding affinity value. This is MHC class I binding data. (1) The peptide sequence is SLTPKWNNETW. The MHC is Mamu-A02 with pseudo-sequence Mamu-A02. The binding affinity (normalized) is 0. (2) The peptide sequence is YDPVLMFLLF. The MHC is Mamu-B01 with pseudo-sequence Mamu-B01. The binding affinity (normalized) is 0. (3) The peptide sequence is SSILNLHTL. The MHC is HLA-A02:01 with pseudo-sequence HLA-A02:01. The binding affinity (normalized) is 0.344. (4) The peptide sequence is PFMIDVQQW. The MHC is HLA-A30:02 with pseudo-sequence HLA-A30:02. The binding affinity (normalized) is 0. (5) The peptide sequence is LRWASGVSE. The MHC is HLA-B15:01 with pseudo-sequence HLA-B15:01. The binding affinity (normalized) is 0.0847. (6) The peptide sequence is NECAQVLSEM. The MHC is HLA-B18:01 with pseudo-sequence HLA-B18:01. The binding affinity (normalized) is 0.522. (7) The peptide sequence is IRILQRALF. The MHC is Mamu-B03 with pseudo-sequence Mamu-B03. The binding affinity (normalized) is 0.388. (8) The peptide sequence is SVKGLTPSK. The MHC is HLA-A31:01 with pseudo-sequence HLA-A31:01. The binding affinity (normalized) is 0.525. (9) The peptide sequence is HTAAPWGSY. The MHC is HLA-A02:12 with pseudo-sequence HLA-A02:12. The binding affinity (normalized) is 0.0847. (10) The peptide sequence is QTYDWTLNR. The MHC is HLA-B07:02 with pseudo-sequence HLA-B07:02. The binding affinity (normalized) is 0.0847.